Dataset: Full USPTO retrosynthesis dataset with 1.9M reactions from patents (1976-2016). Task: Predict the reactants needed to synthesize the given product. Given the product [Br:1][C:2]1[CH:3]=[C:4]([O:9][CH3:10])[CH:5]=[C:6]([I:8])[CH:7]=1, predict the reactants needed to synthesize it. The reactants are: [Br:1][C:2]1[CH:3]=[C:4]([OH:9])[CH:5]=[C:6]([I:8])[CH:7]=1.[CH3:10]I.